Predict the reaction yield, written as a fraction of the theoretical maximum amount of product (1.0 means a 100% yield; for example, 0.34 means a 34% yield). From a dataset of Reaction yield outcomes from USPTO patents with 853,638 reactions. (1) The catalyst is CCOCC. The reactants are C([O:3][C:4]([C:6]1[CH:10]=[C:9]([CH3:11])[O:8][C:7]=1[C:12]([F:15])([F:14])[F:13])=O)C.CC(C[AlH]CC(C)C)C. The product is [CH3:11][C:9]1[O:8][C:7]([C:12]([F:15])([F:13])[F:14])=[C:6]([CH2:4][OH:3])[CH:10]=1. The yield is 0.580. (2) The reactants are C[O:2][C:3](=[O:24])[C:4]1[CH:9]=[C:8]([C:10]2[S:11][CH:12]=[C:13]([C:15]3[CH:20]=[CH:19][C:18]([Cl:21])=[C:17]([Cl:22])[CH:16]=3)[N:14]=2)[CH:7]=[CH:6][C:5]=1Br.[Cl:25][C:26]1[CH:31]=[CH:30][C:29](B(O)O)=[CH:28][CH:27]=1. No catalyst specified. The product is [Cl:25][C:26]1[CH:31]=[CH:30][C:29]([C:5]2[C:4]([C:3]([OH:2])=[O:24])=[CH:9][C:8]([C:10]3[S:11][CH:12]=[C:13]([C:15]4[CH:20]=[CH:19][C:18]([Cl:21])=[C:17]([Cl:22])[CH:16]=4)[N:14]=3)=[CH:7][CH:6]=2)=[CH:28][CH:27]=1. The yield is 0.290. (3) The reactants are F[C:2]1C(N)=NC(N)=NC=1.[OH:10][C:11]1[CH:19]=[CH:18][C:17]([N+:20]([O-:22])=[O:21])=[CH:16][C:12]=1[C:13]([OH:15])=[O:14].C(=O)([O-])[O-].[K+].[K+].IC. The yield is 0.770. The product is [OH:10][C:11]1[CH:19]=[CH:18][C:17]([N+:20]([O-:22])=[O:21])=[CH:16][C:12]=1[C:13]([O:15][CH3:2])=[O:14]. No catalyst specified. (4) The reactants are C([N:3]([CH2:6]C)CC)C.[S:8]1[C:12]2[CH:13]=[C:14]([NH:17][CH:18]([CH3:23])[CH2:19]C(O)=O)[CH:15]=[CH:16][C:11]=2[N:10]=[CH:9]1.C1C=CC(P(N=[N+]=[N-])(C2C=CC=CC=2)=[O:31])=CC=1.CO. The catalyst is C1(C)C=CC=CC=1.C(Cl)(Cl)Cl. The product is [S:8]1[C:12]2[CH:13]=[C:14]([N:17]3[CH:18]([CH3:23])[CH2:19][NH:3][C:6]3=[O:31])[CH:15]=[CH:16][C:11]=2[N:10]=[CH:9]1. The yield is 0.760. (5) The reactants are [Cl:1][C:2]1[CH:7]=[CH:6][C:5]([C:8]2[N:9](COCC[Si](C)(C)C)[C:10]([C:19]3[CH:24]=[CH:23][CH:22]=[CH:21][CH:20]=3)=[N:11][C:12]=2[C:13]2[CH:18]=[CH:17][N:16]=[CH:15][CH:14]=2)=[CH:4][C:3]=1[NH:33][S:34]([CH3:37])(=[O:36])=[O:35].C(O)(C(F)(F)F)=O. No catalyst specified. The product is [Cl:1][C:2]1[CH:7]=[CH:6][C:5]([C:8]2[NH:9][C:10]([C:19]3[CH:24]=[CH:23][CH:22]=[CH:21][CH:20]=3)=[N:11][C:12]=2[C:13]2[CH:18]=[CH:17][N:16]=[CH:15][CH:14]=2)=[CH:4][C:3]=1[NH:33][S:34]([CH3:37])(=[O:36])=[O:35]. The yield is 0.337. (6) The reactants are CC1(C)[O:7][CH2:6][C:5]([NH:29]C(=O)OC(C)(C)C)([C:8]2[CH:17]=[CH:16][C:15]3[C:10](=[CH:11][CH:12]=[C:13]([O:18][C:19]4[CH:24]=[CH:23][CH:22]=[C:21]([C:25]([F:28])([F:27])[F:26])[CH:20]=4)[CH:14]=3)[CH:9]=2)[CH2:4][O:3]1.CO.Cl.O. No catalyst specified. The product is [NH2:29][C:5]([C:8]1[CH:17]=[CH:16][C:15]2[C:10](=[CH:11][CH:12]=[C:13]([O:18][C:19]3[CH:24]=[CH:23][CH:22]=[C:21]([C:25]([F:26])([F:27])[F:28])[CH:20]=3)[CH:14]=2)[CH:9]=1)([CH2:6][OH:7])[CH2:4][OH:3]. The yield is 1.00. (7) The reactants are [CH3:1][C:2]1[O:3][C:4]([C:7]2[CH:12]=[CH:11][C:10]([NH2:13])=[CH:9][CH:8]=2)=[CH:5][N:6]=1.C([N:22]=[C:23]=[S:24])(=O)C1C=CC=CC=1.C(=O)([O-])[O-].[K+].[K+]. The catalyst is O1CCCC1.O. The product is [CH3:1][C:2]1[O:3][C:4]([C:7]2[CH:12]=[CH:11][C:10]([NH:13][C:23]([NH2:22])=[S:24])=[CH:9][CH:8]=2)=[CH:5][N:6]=1. The yield is 0.170. (8) The reactants are [OH:1][C:2]1[CH:10]=[CH:9][C:5]([C:6]([OH:8])=[O:7])=[CH:4][C:3]=1[C:11]([F:14])([F:13])[F:12].[CH3:15]O. The catalyst is Cl. The product is [OH:1][C:2]1[CH:10]=[CH:9][C:5]([C:6]([O:8][CH3:15])=[O:7])=[CH:4][C:3]=1[C:11]([F:12])([F:13])[F:14]. The yield is 0.910. (9) The reactants are [Cl:1][C:2]1[C:7]([Cl:8])=[CH:6][CH:5]=[CH:4][C:3]=1[N:9]1[CH2:14][CH2:13][N:12]([CH2:15][CH2:16][CH2:17][CH2:18][O:19][C:20]2[N:29]=[C:28]3[C:23]([C:24](=[O:33])[C:25]([CH3:32])([CH3:31])[C:26](=[O:30])[NH:27]3)=[CH:22][CH:21]=2)[CH2:11][CH2:10]1.[BH4-].[Na+]. The catalyst is C1COCC1. The product is [Cl:1][C:2]1[C:7]([Cl:8])=[CH:6][CH:5]=[CH:4][C:3]=1[N:9]1[CH2:14][CH2:13][N:12]([CH2:15][CH2:16][CH2:17][CH2:18][O:19][C:20]2[N:29]=[C:28]3[C:23]([CH:24]([OH:33])[C:25]([CH3:31])([CH3:32])[C:26](=[O:30])[NH:27]3)=[CH:22][CH:21]=2)[CH2:11][CH2:10]1. The yield is 0.570.